From a dataset of Forward reaction prediction with 1.9M reactions from USPTO patents (1976-2016). Predict the product of the given reaction. (1) Given the reactants [NH:1]([C:3]1[CH:12]=[CH:11][CH:10]=[C:9]2[C:4]=1[CH:5]=[CH:6][CH:7]=[N:8]2)[NH2:2].[C:13]1([CH:19]([CH2:23][C:24]2[CH:29]=[CH:28][CH:27]=[CH:26][CH:25]=2)[C:20](O)=[O:21])[CH:18]=[CH:17][CH:16]=[CH:15][CH:14]=1, predict the reaction product. The product is: [C:13]1([CH:19]([CH2:23][C:24]2[CH:25]=[CH:26][CH:27]=[CH:28][CH:29]=2)[C:20]([NH:2][NH:1][C:3]2[CH:12]=[CH:11][CH:10]=[C:9]3[C:4]=2[CH:5]=[CH:6][CH:7]=[N:8]3)=[O:21])[CH:14]=[CH:15][CH:16]=[CH:17][CH:18]=1. (2) Given the reactants [CH2:1]([O:8][C:9]([NH:11][C@@H:12]([CH3:16])[C:13]([OH:15])=O)=[O:10])[C:2]1[CH:7]=[CH:6][CH:5]=[CH:4][CH:3]=1.Cl.[NH2:18][C@@H:19]([CH2:27][CH2:28][S:29][CH3:30])[C:20]([O:22][C:23]([CH3:26])([CH3:25])[CH3:24])=[O:21].CN(C(ON1N=NC2C=CC=NC1=2)=[N+](C)C)C.F[P-](F)(F)(F)(F)F.C(N(CC)C(C)C)(C)C, predict the reaction product. The product is: [C:23]([O:22][C:20](=[O:21])[C@@H:19]([NH:18][C:13](=[O:15])[C@@H:12]([NH:11][C:9]([O:8][CH2:1][C:2]1[CH:3]=[CH:4][CH:5]=[CH:6][CH:7]=1)=[O:10])[CH3:16])[CH2:27][CH2:28][S:29][CH3:30])([CH3:26])([CH3:24])[CH3:25]. (3) Given the reactants S(Cl)(Cl)=O.[Cl:5][C:6]1[CH:14]=[CH:13][C:9]([C:10]([OH:12])=[O:11])=[C:8]([NH:15][S:16]([CH3:19])(=[O:18])=[O:17])[CH:7]=1.[CH3:20]O, predict the reaction product. The product is: [Cl:5][C:6]1[CH:14]=[CH:13][C:9]([C:10]([O:12][CH3:20])=[O:11])=[C:8]([NH:15][S:16]([CH3:19])(=[O:17])=[O:18])[CH:7]=1. (4) Given the reactants [CH:1]1([CH2:7][C@H:8]([N:12]2[CH2:20][C:19]3[C:14](=[CH:15][CH:16]=[CH:17][CH:18]=3)[C:13]2=[O:21])[C:9](O)=[O:10])[CH2:6][CH2:5][CH2:4][CH2:3][CH2:2]1.[CH3:22][O:23][CH2:24][CH2:25][N:26]1[CH:30]=[CH:29][C:28]([NH2:31])=[N:27]1.F[P-](F)(F)(F)(F)F.N1(O[P+](N(C)C)(N(C)C)N(C)C)C2C=CC=CC=2N=N1.C(N(CC)C(C)C)(C)C, predict the reaction product. The product is: [CH:1]1([CH2:7][C@H:8]([N:12]2[CH2:20][C:19]3[C:14](=[CH:15][CH:16]=[CH:17][CH:18]=3)[C:13]2=[O:21])[C:9]([NH:31][C:28]2[CH:29]=[CH:30][N:26]([CH2:25][CH2:24][O:23][CH3:22])[N:27]=2)=[O:10])[CH2:6][CH2:5][CH2:4][CH2:3][CH2:2]1. (5) Given the reactants Br[C:2]1[C:10]2[C:9](=[O:11])[N:8]([CH3:12])[C:7](=[O:13])[N:6]([CH2:14][CH:15]([CH3:17])[CH3:16])[C:5]=2[S:4][C:3]=1[CH2:18][C:19]1[CH:24]=[CH:23][CH:22]=[CH:21][C:20]=1[C:25]([F:28])([F:27])[F:26].[C:29](=[O:31])=[O:30], predict the reaction product. The product is: [CH3:12][N:8]1[C:9](=[O:11])[C:10]2[C:2]([C:29]([OH:31])=[O:30])=[C:3]([CH2:18][C:19]3[CH:24]=[CH:23][CH:22]=[CH:21][C:20]=3[C:25]([F:28])([F:27])[F:26])[S:4][C:5]=2[N:6]([CH2:14][CH:15]([CH3:17])[CH3:16])[C:7]1=[O:13].